This data is from Full USPTO retrosynthesis dataset with 1.9M reactions from patents (1976-2016). The task is: Predict the reactants needed to synthesize the given product. (1) Given the product [CH:1]1[C:6]([N:7]=[C:8]=[S:9])=[CH:5][C:4]2[C:10]([O:12][C:13]3([C:14]4[CH:19]=[CH:18][C:17]([OH:20])=[CH:16][C:15]=4[O:21][C:22]4[CH:27]=[C:26]([OH:28])[CH:25]=[CH:24][C:23]3=4)[C:3]=2[CH:2]=1)=[O:11].[CH:1]1[C:6]([N:7]=[C:8]=[S:9])=[CH:5][C:4]2[C:10]([O:12][C:13]3([C:14]4[CH:19]=[CH:18][C:17]([OH:20])=[CH:16][C:15]=4[O:21][C:22]4[CH:27]=[C:26]([OH:28])[CH:25]=[CH:24][C:23]3=4)[C:3]=2[CH:2]=1)=[O:11], predict the reactants needed to synthesize it. The reactants are: [CH:1]1[C:6]([N:7]=[C:8]=[S:9])=[CH:5][C:4]2[C:10]([O:12][C:13]3([C:23]4[CH:24]=[CH:25][C:26]([OH:28])=[CH:27][C:22]=4[O:21][C:15]4[CH:16]=[C:17]([OH:20])[CH:18]=[CH:19][C:14]3=4)[C:3]=2[CH:2]=1)=[O:11].B([O-])([O-])[O-]. (2) Given the product [CH3:35][O:34][C:32](=[O:33])[CH2:31][C:12]([OH:19])([C:13]1[CH:18]=[CH:17][CH:16]=[CH:15][CH:14]=1)[CH2:11][CH2:10][N:9]([C@H:20]([C:22]1[CH:23]=[CH:24][C:25]([Cl:28])=[CH:26][CH:27]=1)[CH3:21])[C:8]([O:7][CH3:6])=[O:29], predict the reactants needed to synthesize it. The reactants are: [Zn](CC)CC.[CH3:6][O:7][C:8](=[O:29])[N:9]([C@H:20]([C:22]1[CH:27]=[CH:26][C:25]([Cl:28])=[CH:24][CH:23]=1)[CH3:21])[CH2:10][CH2:11][C:12](=[O:19])[C:13]1[CH:18]=[CH:17][CH:16]=[CH:15][CH:14]=1.Br[CH2:31][C:32]([O:34][CH3:35])=[O:33].ClCCl. (3) Given the product [F:33][S:32]([F:34])([F:35])([F:36])([F:37])[C:29]1[CH:30]=[CH:31][C:26]([NH:25][C:2]2[C:3]3[NH:15][N:14]=[CH:13][C:4]=3[N:5]=[C:6]([C:8]3[CH:12]=[CH:11][S:10][CH:9]=3)[N:7]=2)=[CH:27][CH:28]=1, predict the reactants needed to synthesize it. The reactants are: Cl[C:2]1[C:3]2[C:4](=[CH:13][N:14](CC3C=CC(OC)=CC=3)[N:15]=2)[N:5]=[C:6]([C:8]2[CH:12]=[CH:11][S:10][CH:9]=2)[N:7]=1.[NH2:25][C:26]1[CH:31]=[CH:30][C:29]([S:32]([F:37])([F:36])([F:35])([F:34])[F:33])=[CH:28][CH:27]=1.Cl. (4) The reactants are: [Cl:1][C:2]1[CH:3]=[C:4]2[C:8](=[CH:9][CH:10]=1)[NH:7][CH:6]=[C:5]2[CH2:11][CH2:12][NH:13][C:14](=[O:23])[C:15]1[CH:20]=[CH:19][C:18]([CH2:21]Cl)=[CH:17][CH:16]=1.[S:24]1[CH:28]=[CH:27][CH:26]=[C:25]1B(O)O.ClCCl.C(=O)([O-])[O-].[Na+].[Na+].[I-].[Na+]. Given the product [Cl:1][C:2]1[CH:3]=[C:4]2[C:8](=[CH:9][CH:10]=1)[NH:7][CH:6]=[C:5]2[CH2:11][CH2:12][NH:13][C:14](=[O:23])[C:15]1[CH:20]=[CH:19][C:18]([CH2:21][C:25]2[S:24][CH:28]=[CH:27][CH:26]=2)=[CH:17][CH:16]=1, predict the reactants needed to synthesize it. (5) Given the product [F:2][C:3]1[CH:4]=[C:5]2[C:9](=[CH:10][CH:11]=1)[N:8]([C:12]1[CH:13]=[CH:14][C:15]([CH2:16][NH:17][C:18]([C:20]3([NH:23][C:39](=[O:40])[C:38]4[CH:42]=[C:34]([C:33]([F:44])([F:32])[F:43])[CH:35]=[N:36][CH:37]=4)[CH2:21][CH2:22]3)=[O:19])=[CH:24][CH:25]=1)[C:7]([C:26]1[N:30]=[C:29]([CH3:31])[O:28][N:27]=1)=[CH:6]2, predict the reactants needed to synthesize it. The reactants are: Cl.[F:2][C:3]1[CH:4]=[C:5]2[C:9](=[CH:10][CH:11]=1)[N:8]([C:12]1[CH:25]=[CH:24][C:15]([CH2:16][NH:17][C:18]([C:20]3([NH2:23])[CH2:22][CH2:21]3)=[O:19])=[CH:14][CH:13]=1)[C:7]([C:26]1[N:30]=[C:29]([CH3:31])[O:28][N:27]=1)=[CH:6]2.[F:32][C:33]([F:44])([F:43])[C:34]1[CH:35]=[N:36][CH:37]=[C:38]([CH:42]=1)[C:39](O)=[O:40]. (6) Given the product [CH3:30][O:29][C:26]1[CH:27]=[C:28]2[C:23](=[CH:24][C:25]=1[O:31][CH3:32])[N:22]=[CH:21][N:20]=[C:19]2[O:8][C:5]1[CH:6]=[CH:7][C:2]([NH2:1])=[C:3]([N+:9]([O-:11])=[O:10])[CH:4]=1, predict the reactants needed to synthesize it. The reactants are: [NH2:1][C:2]1[CH:7]=[CH:6][C:5]([OH:8])=[CH:4][C:3]=1[N+:9]([O-:11])=[O:10].CC([O-])(C)C.[K+].Cl[C:19]1[C:28]2[C:23](=[CH:24][C:25]([O:31][CH3:32])=[C:26]([O:29][CH3:30])[CH:27]=2)[N:22]=[CH:21][N:20]=1.C([O-])([O-])=O.[K+].[K+].